This data is from Full USPTO retrosynthesis dataset with 1.9M reactions from patents (1976-2016). The task is: Predict the reactants needed to synthesize the given product. (1) Given the product [OH:23][CH:3]([C:2]([CH3:24])([C:25]1[CH:26]=[CH:27][CH:28]=[CH:29][CH:30]=1)[CH3:1])/[CH:4]=[CH:5]/[C@H:6]1[CH2:10][CH2:9][C:8](=[O:11])[N:7]1[CH2:12][CH2:13][CH2:14][CH2:15][CH2:16][CH2:17][C:18]([O:20][CH2:21][CH3:22])=[O:19], predict the reactants needed to synthesize it. The reactants are: [CH3:1][C:2]([C:25]1[CH:30]=[CH:29][CH:28]=[CH:27][CH:26]=1)([CH3:24])[C:3](=[O:23])/[CH:4]=[CH:5]/[C@H:6]1[CH2:10][CH2:9][C:8](=[O:11])[N:7]1[CH2:12][CH2:13][CH2:14][CH2:15][CH2:16][CH2:17][C:18]([O:20][CH2:21][CH3:22])=[O:19].CO.[BH4-].[Na+].Cl. (2) Given the product [Br:1][C:2]1[CH:7]=[CH:6][C:5]([CH:8]([OH:29])[CH:9]([CH2:15][C:16]2[CH:21]=[CH:20][CH:19]=[C:18]([O:22][C:23]([F:28])([F:27])[CH:24]([F:26])[F:25])[CH:17]=2)[C:10]([OH:12])=[O:11])=[CH:4][CH:3]=1, predict the reactants needed to synthesize it. The reactants are: [Br:1][C:2]1[CH:7]=[CH:6][C:5]([CH:8]([OH:29])[CH:9]([CH2:15][C:16]2[CH:21]=[CH:20][CH:19]=[C:18]([O:22][C:23]([F:28])([F:27])[CH:24]([F:26])[F:25])[CH:17]=2)[C:10]([O:12]CC)=[O:11])=[CH:4][CH:3]=1.[OH-].[Na+].Cl. (3) Given the product [CH3:1][CH2:2][O:3][C:4]([C:6]1([CH3:14])[N:10]([C:22](=[O:24])[CH3:23])[CH:9]([C:11]([OH:13])=[O:12])[CH2:8][S:7]1)=[O:5], predict the reactants needed to synthesize it. The reactants are: [CH3:1][CH2:2][O:3][C:4]([C:6]1([CH3:14])[NH:10][CH:9]([C:11]([OH:13])=[O:12])[CH2:8][S:7]1)=[O:5].C(N(CC)CC)C.[C:22](Cl)(=[O:24])[CH3:23]. (4) Given the product [C:5]([NH2:13])(=[O:6])[C:4]1[CH:8]=[CH:9][CH:10]=[CH:2][CH:3]=1, predict the reactants needed to synthesize it. The reactants are: O[C:2]1[C:3](C)=[C:4]([CH:8]=[CH:9][CH:10]=1)[C:5](O)=[O:6].O[N:13]1C2C=CC=CC=2N=N1.C(Cl)CCl.C(OCC)(=O)C. (5) The reactants are: [CH3:1][N:2]1[CH:7]=[C:6]([N+:8]([O-:10])=[O:9])[CH:5]=[CH:4][C:3]1=[O:11].[Br:12]N1C(=O)CCC1=O. Given the product [Br:12][C:4]1[C:3](=[O:11])[N:2]([CH3:1])[CH:7]=[C:6]([N+:8]([O-:10])=[O:9])[CH:5]=1, predict the reactants needed to synthesize it. (6) Given the product [NH2:1][C:2]1[C:7]([C:8]([C:10]2[C:15]([O:16][CH3:17])=[CH:14][CH:13]=[C:12]([F:18])[C:11]=2[F:19])=[O:9])=[CH:6][N:5]=[C:4]([NH:20][C@H:21]2[CH2:26][CH2:25][C@H:24]([N:27]3[CH2:38][CH2:37][CH2:36][CH2:35]3)[CH2:23][CH2:22]2)[N:3]=1, predict the reactants needed to synthesize it. The reactants are: [NH2:1][C:2]1[C:7]([C:8]([C:10]2[C:15]([O:16][CH3:17])=[CH:14][CH:13]=[C:12]([F:18])[C:11]=2[F:19])=[O:9])=[CH:6][N:5]=[C:4]([NH:20][C@H:21]2[CH2:26][CH2:25][C@H:24]([NH2:27])[CH2:23][CH2:22]2)[N:3]=1.C(=O)([O-])[O-].[Na+].[Na+].Br[CH2:35][CH2:36][CH2:37][CH2:38]Br. (7) The reactants are: Cl.Cl.Cl.[O:4]1[C:8]2=[C:9]([N:13]3[CH2:18][CH2:17][N:16]([CH2:19][CH2:20][C@H:21]4[CH2:26][CH2:25][C@H:24]([NH2:27])[CH2:23][CH2:22]4)[CH2:15][CH2:14]3)[N:10]=[CH:11][CH:12]=[C:7]2[CH2:6][CH2:5]1.[CH:28]1([CH2:31][C:32](O)=[O:33])[CH2:30][CH2:29]1. Given the product [CH:28]1([CH2:31][C:32]([NH:27][C@H:24]2[CH2:25][CH2:26][C@H:21]([CH2:20][CH2:19][N:16]3[CH2:17][CH2:18][N:13]([C:9]4[N:10]=[CH:11][CH:12]=[C:7]5[CH2:6][CH2:5][O:4][C:8]=45)[CH2:14][CH2:15]3)[CH2:22][CH2:23]2)=[O:33])[CH2:30][CH2:29]1, predict the reactants needed to synthesize it. (8) Given the product [CH3:8][C:5]1[N:4]=[C:3]([C:9]([O:11][CH3:12])=[O:10])[C:2]([N:14]2[N:15]=[CH:16][CH:17]=[N:13]2)=[CH:7][CH:6]=1, predict the reactants needed to synthesize it. The reactants are: I[C:2]1[C:3]([C:9]([O:11][CH3:12])=[O:10])=[N:4][C:5]([CH3:8])=[CH:6][CH:7]=1.[NH:13]1[CH:17]=[CH:16][N:15]=[N:14]1.CN[C@@H]1CCCC[C@H]1NC.C([O-])([O-])=O.[Cs+].[Cs+].C(=O)([O-])[O-]. (9) Given the product [C:17]([NH2:15])(=[O:21])[C:11]1[CH:12]=[CH:3][CH:2]=[N:4][CH:13]=1, predict the reactants needed to synthesize it. The reactants are: C[CH:2]([NH2:4])[CH3:3].CCN([CH:11]([CH3:13])[CH3:12])C(C)C.C[N:15]([C:17]([O:21]N1N=NC2C=CC=NC1=2)=[N+](C)C)C.F[P-](F)(F)(F)(F)F. (10) Given the product [Br:1][C:2]1[C:3]([CH3:11])=[C:4]([CH:8]=[CH:9][CH:10]=1)[C:5]([Cl:14])=[O:6], predict the reactants needed to synthesize it. The reactants are: [Br:1][C:2]1[C:3]([CH3:11])=[C:4]([CH:8]=[CH:9][CH:10]=1)[C:5](O)=[O:6].S(Cl)([Cl:14])=O.[OH-].[Na+].